From a dataset of Catalyst prediction with 721,799 reactions and 888 catalyst types from USPTO. Predict which catalyst facilitates the given reaction. Reactant: [OH:1][C:2]1[CH:3]=[C:4]2[C:9](=[CH:10][CH:11]=1)[O:8][CH:7]([C:12]([F:15])([F:14])[F:13])[C:6]([C:16]([O:18][CH2:19][CH3:20])=[O:17])=[CH:5]2.[Br:21][C:22]1[CH:27]=[CH:26][C:25]([C:28](=[O:31])[CH2:29]Br)=[CH:24][CH:23]=1.C(=O)([O-])[O-].[K+].[K+]. Product: [Br:21][C:22]1[CH:27]=[CH:26][C:25]([C:28](=[O:31])[CH2:29][O:1][C:2]2[CH:3]=[C:4]3[C:9](=[CH:10][CH:11]=2)[O:8][CH:7]([C:12]([F:15])([F:13])[F:14])[C:6]([C:16]([O:18][CH2:19][CH3:20])=[O:17])=[CH:5]3)=[CH:24][CH:23]=1. The catalyst class is: 3.